From a dataset of Full USPTO retrosynthesis dataset with 1.9M reactions from patents (1976-2016). Predict the reactants needed to synthesize the given product. Given the product [C:42]12([NH:52][C:18]([C:11]3[N:10]=[C:9]([CH2:8][CH2:7][N:1]4[CH2:2][CH2:3][O:4][CH2:5][CH2:6]4)[N:13]4[CH:14]=[CH:15][CH:16]=[CH:17][C:12]=34)=[O:20])[CH2:49][CH:48]3[CH2:47][CH:46]([CH2:45][CH:44]([CH2:50]3)[CH2:43]1)[CH2:51]2, predict the reactants needed to synthesize it. The reactants are: [N:1]1([CH2:7][CH2:8][C:9]2[N:13]3[CH:14]=[CH:15][CH:16]=[CH:17][C:12]3=[C:11]([C:18]([OH:20])=O)[N:10]=2)[CH2:6][CH2:5][O:4][CH2:3][CH2:2]1.C(Cl)CCl.C1C=CC2N(O)N=NC=2C=1.CCN(CC)CC.[C:42]12([NH2:52])[CH2:51][CH:46]3[CH2:47][CH:48]([CH2:50][CH:44]([CH2:45]3)[CH2:43]1)[CH2:49]2.